Task: Predict the reaction yield, written as a fraction of the theoretical maximum amount of product (1.0 means a 100% yield; for example, 0.34 means a 34% yield).. Dataset: Reaction yield outcomes from USPTO patents with 853,638 reactions (1) The reactants are C[O:2][C:3](=O)[C:4]1[CH:9]=[CH:8][C:7]([NH:10][C:11](=[O:27])[C@@H:12]([C:19]2[CH:24]=[CH:23][C:22]([Cl:25])=[C:21]([Cl:26])[CH:20]=2)[CH2:13][CH:14]2[CH2:18][CH2:17][CH2:16][CH2:15]2)=[N:6][CH:5]=1.[H-].[Al+3].[Li+].[H-].[H-].[H-]. The catalyst is C(OCC)C.O. The product is [CH:14]1([CH2:13][CH:12]([C:19]2[CH:24]=[CH:23][C:22]([Cl:25])=[C:21]([Cl:26])[CH:20]=2)[C:11]([NH:10][C:7]2[CH:8]=[CH:9][C:4]([CH2:3][OH:2])=[CH:5][N:6]=2)=[O:27])[CH2:15][CH2:16][CH2:17][CH2:18]1. The yield is 0.350. (2) The reactants are [NH2:1][C:2]1[C:15]([O:16][CH3:17])=[CH:14][C:13]2[C@:12]34[CH2:18][CH2:19][N:20]([C:21]([O:23][CH2:24][C:25]5[CH:30]=[CH:29][CH:28]=[CH:27][CH:26]=5)=[O:22])[C@@H:6]([C@@H:7]3[CH2:8][CH2:9][CH2:10][CH2:11]4)[CH2:5][C:4]=2[CH:3]=1.[CH3:31][C:32]([CH3:34])=O.[BH-](OC(C)=O)(OC(C)=O)OC(C)=O.[Na+]. The catalyst is ClCCCl. The product is [CH:32]([NH:1][C:2]1[C:15]([O:16][CH3:17])=[CH:14][C:13]2[C@:12]34[CH2:18][CH2:19][N:20]([C:21]([O:23][CH2:24][C:25]5[CH:26]=[CH:27][CH:28]=[CH:29][CH:30]=5)=[O:22])[C@@H:6]([C@@H:7]3[CH2:8][CH2:9][CH2:10][CH2:11]4)[CH2:5][C:4]=2[CH:3]=1)([CH3:34])[CH3:31]. The yield is 0.760.